Dataset: Reaction yield outcomes from USPTO patents with 853,638 reactions. Task: Predict the reaction yield, written as a fraction of the theoretical maximum amount of product (1.0 means a 100% yield; for example, 0.34 means a 34% yield). (1) The reactants are C([O:3][C:4]([C@H:6]1[CH2:11][CH2:10][C@@H:9]([NH:12][C:13]2[N:18]=[C:17]([N:19]([CH3:21])[CH3:20])[C:16]([CH3:22])=[CH:15][N:14]=2)[CH2:8][CH2:7]1)=[O:5])C. The catalyst is Cl. The product is [CH3:21][N:19]([CH3:20])[C:17]1[C:16]([CH3:22])=[CH:15][N:14]=[C:13]([NH:12][C@@H:9]2[CH2:10][CH2:11][C@H:6]([C:4]([OH:5])=[O:3])[CH2:7][CH2:8]2)[N:18]=1. The yield is 0.900. (2) The reactants are Cl[C:2]1[N:3]=[C:4]([OH:13])[C:5]2[CH:11]=[CH:10][N:9]=[C:8]([Cl:12])[C:6]=2[N:7]=1.[NH:14]1[CH2:19][CH2:18][O:17][CH2:16][CH2:15]1. The catalyst is CC(N(C)C)=O. The product is [Cl:12][C:8]1[C:6]2[N:7]=[C:2]([N:14]3[CH2:19][CH2:18][O:17][CH2:16][CH2:15]3)[N:3]=[C:4]([OH:13])[C:5]=2[CH:11]=[CH:10][N:9]=1. The yield is 0.800. (3) No catalyst specified. The reactants are [CH3:1][C:2]1([CH3:16])[C:7]2[CH:8]=[C:9](B(O)O)[CH:10]=[CH:11][C:6]=2[NH:5][C:4](=[O:15])[O:3]1.Br[C:18]1[CH:19]=[C:20]([C:24]2[N:28]=[CH:27][S:26][N:25]=2)[CH:21]=[CH:22][CH:23]=1. The yield is 0.350. The product is [S:26]1[CH:27]=[N:28][C:24]([C:20]2[CH:21]=[CH:22][CH:23]=[CH:18][C:19]=2[C:9]2[CH:10]=[CH:11][C:6]3[NH:5][C:4](=[O:15])[O:3][C:2]([CH3:16])([CH3:1])[C:7]=3[CH:8]=2)=[N:25]1. (4) The reactants are Br[C:2]1[N:28]=[C:5]2[CH:6]=[CH:7][C:8]([CH2:10][O:11][C:12]3[CH:17]=[CH:16][C:15]([C@@H:18]([C:25]#[C:26][CH3:27])[CH2:19][C:20]([O:22][CH2:23][CH3:24])=[O:21])=[CH:14][CH:13]=3)=[CH:9][N:4]2[N:3]=1.[OH:29][C:30]1[CH:35]=[CH:34][C:33](B(O)O)=[CH:32][CH:31]=1.C([O-])([O-])=O.[K+].[K+]. The catalyst is O1CCOCC1.Cl[Pd](Cl)([P](C1C=CC=CC=1)(C1C=CC=CC=1)C1C=CC=CC=1)[P](C1C=CC=CC=1)(C1C=CC=CC=1)C1C=CC=CC=1. The product is [CH2:23]([O:22][C:20](=[O:21])[CH2:19][C@@H:18]([C:15]1[CH:16]=[CH:17][C:12]([O:11][CH2:10][C:8]2[CH:7]=[CH:6][C:5]3[N:4]([N:3]=[C:2]([C:33]4[CH:34]=[CH:35][C:30]([OH:29])=[CH:31][CH:32]=4)[N:28]=3)[CH:9]=2)=[CH:13][CH:14]=1)[C:25]#[C:26][CH3:27])[CH3:24]. The yield is 0.735. (5) The reactants are [C:1]([CH:3]([CH:8]([CH3:18])[C:9]([C:11]1[CH:16]=[CH:15][CH:14]=[CH:13][C:12]=1[F:17])=O)[C:4]([O:6][CH3:7])=[O:5])#[N:2].C(OCC)(=O)C.[ClH:25].O. The catalyst is C(OCC)(=O)C. The product is [Cl:25][C:1]1[NH:2][C:9]([C:11]2[CH:16]=[CH:15][CH:14]=[CH:13][C:12]=2[F:17])=[C:8]([CH3:18])[C:3]=1[C:4]([O:6][CH3:7])=[O:5]. The yield is 0.580. (6) The reactants are Cl[C:2]1[N:7]=[C:6]([NH:8][C:9]2[CH:14]=[CH:13][C:12]([O:15][CH2:16][CH3:17])=[CH:11][CH:10]=2)[C:5]([F:18])=[CH:4][N:3]=1.C(N(C(C)C)C(C)C)C.[CH2:28]1[CH2:38][O:37][C:36]2[CH:35]=[CH:34][C:32]([NH2:33])=[CH:31][C:30]=2[O:29]1. The catalyst is C(O)CO. The product is [CH2:16]([O:15][C:12]1[CH:13]=[CH:14][C:9]([NH:8][C:6]2[C:5]([F:18])=[CH:4][N:3]=[C:2]([NH:33][C:32]3[CH:34]=[CH:35][C:36]4[O:37][CH2:38][CH2:28][O:29][C:30]=4[CH:31]=3)[N:7]=2)=[CH:10][CH:11]=1)[CH3:17]. The yield is 0.600. (7) The reactants are [Cl:1][C:2]1[C:3]([F:12])=[CH:4][C:5]([OH:11])=[C:6]([C:8](=[O:10])[CH3:9])[CH:7]=1.[Br:13]N1C(=O)CCC1=O. The catalyst is C(O)(=O)C. The product is [Br:13][C:4]1[C:5]([OH:11])=[C:6]([C:8](=[O:10])[CH3:9])[CH:7]=[C:2]([Cl:1])[C:3]=1[F:12]. The yield is 0.930. (8) The reactants are [NH2:1][C:2]1[C:3]2[C:10]([C:11]3[S:15][CH:14]=[C:13]([C:16]([O:18]C)=[O:17])[CH:12]=3)=[CH:9][N:8]([C@H:20]3[C@@:24]([OH:26])([CH3:25])[CH:23]([OH:27])[CH:22]([CH2:28][OH:29])[O:21]3)[C:4]=2[N:5]=[CH:6][N:7]=1.O[Li].O.CO.O. The catalyst is C1COCC1. The product is [NH2:1][C:2]1[C:3]2[C:10]([C:11]3[S:15][CH:14]=[C:13]([C:16]([OH:18])=[O:17])[CH:12]=3)=[CH:9][N:8]([C@H:20]3[C@@:24]([OH:26])([CH3:25])[CH:23]([OH:27])[CH:22]([CH2:28][OH:29])[O:21]3)[C:4]=2[N:5]=[CH:6][N:7]=1. The yield is 0.610.